From a dataset of Reaction yield outcomes from USPTO patents with 853,638 reactions. Predict the reaction yield, written as a fraction of the theoretical maximum amount of product (1.0 means a 100% yield; for example, 0.34 means a 34% yield). (1) The reactants are [F:1][C:2]1[CH:3]=[C:4]2[C:8](=[CH:9][CH:10]=1)[NH:7][C:6](=[O:11])[C:5]2=[C:12]1[C:20]2[C:15](=[CH:16][C:17]([CH2:21][CH2:22][CH2:23][O:24][C:25]([C:27]34[CH2:36][CH:31]5[CH2:32][CH:33]([CH2:35][C:29]([N+:37]([O-])=O)([CH2:30]5)[CH2:28]3)[CH2:34]4)=[O:26])=[CH:18][CH:19]=2)[CH2:14][O:13]1. The product is [F:1][C:2]1[CH:3]=[C:4]2[C:8](=[CH:9][CH:10]=1)[NH:7][C:6](=[O:11])[C:5]2=[C:12]1[C:20]2[C:15](=[CH:16][C:17]([CH2:21][CH2:22][CH2:23][O:24][C:25]([C:27]34[CH2:34][CH:33]5[CH2:32][CH:31]([CH2:30][C:29]([NH2:37])([CH2:35]5)[CH2:28]3)[CH2:36]4)=[O:26])=[CH:18][CH:19]=2)[CH2:14][O:13]1. The yield is 0.780. The catalyst is CC(O)=O.[Zn]. (2) The reactants are Br[C:2]1[S:6][C:5]([CH:7]=[O:8])=[CH:4][C:3]=1[C:9]1[C:10]([F:15])=[N:11][CH:12]=[CH:13][CH:14]=1.N1C=CC=CC=1.[CH3:22][S:23]([C:26]1[CH:27]=[C:28]([S:32]([O-:34])=[O:33])[CH:29]=[CH:30][CH:31]=1)(=[O:25])=[O:24].[Na+].O. The catalyst is CN(C)C=O. The product is [F:15][C:10]1[C:9]([C:3]2[CH:4]=[C:5]([CH:7]=[O:8])[S:6][C:2]=2[S:32]([C:28]2[CH:29]=[CH:30][CH:31]=[C:26]([S:23]([CH3:22])(=[O:25])=[O:24])[CH:27]=2)(=[O:34])=[O:33])=[CH:14][CH:13]=[CH:12][N:11]=1. The yield is 0.660. (3) The reactants are [OH-].[K+].[CH2:3]([O:5][C@@H:6]([CH2:10][C:11]1[CH:16]=[CH:15][C:14]([O:17][CH2:18][C:19](=[O:29])[NH:20][CH2:21][CH2:22][C:23]2[CH:28]=[CH:27][CH:26]=[CH:25][CH:24]=2)=[CH:13][CH:12]=1)[C:7]([OH:9])=[O:8])[CH3:4].Br[CH2:31][CH2:32][CH2:33][CH2:34][CH2:35][CH3:36].C(OC(C)C)(C)C. The catalyst is CS(C)=O. The product is [CH2:3]([O:5][C@@H:6]([CH2:10][C:11]1[CH:16]=[CH:15][C:14]([O:17][CH2:18][C:19]([N:20]([CH2:31][CH2:32][CH2:33][CH2:34][CH2:35][CH3:36])[CH2:21][CH2:22][C:23]2[CH:28]=[CH:27][CH:26]=[CH:25][CH:24]=2)=[O:29])=[CH:13][CH:12]=1)[C:7]([OH:9])=[O:8])[CH3:4]. The yield is 0.911. (4) The reactants are [Cl:1][C:2]1[N:7]=[C:6]([CH2:8][C:9]([C:11]2[C:12]([F:29])=[C:13]([NH:17][S:18]([C:21]3[CH:26]=[C:25]([F:27])[CH:24]=[CH:23][C:22]=3[F:28])(=[O:20])=[O:19])[CH:14]=[CH:15][CH:16]=2)=O)[CH:5]=[CH:4][N:3]=1.CC(N(C)C)=O.C1C(=O)N(Br)C(=O)C1.[CH3:44][C@H:45]1[O:50][C@@H:49]([CH3:51])[CH2:48][N:47]([C:52](=[S:54])[NH2:53])[CH2:46]1. The catalyst is O. The product is [Cl:1][C:2]1[N:7]=[C:6]([C:8]2[S:54][C:52]([N:47]3[CH2:48][C@H:49]([CH3:51])[O:50][C@H:45]([CH3:44])[CH2:46]3)=[N:53][C:9]=2[C:11]2[C:12]([F:29])=[C:13]([NH:17][S:18]([C:21]3[CH:26]=[C:25]([F:27])[CH:24]=[CH:23][C:22]=3[F:28])(=[O:20])=[O:19])[CH:14]=[CH:15][CH:16]=2)[CH:5]=[CH:4][N:3]=1. The yield is 0.890.